The task is: Regression. Given two drug SMILES strings and cell line genomic features, predict the synergy score measuring deviation from expected non-interaction effect.. This data is from NCI-60 drug combinations with 297,098 pairs across 59 cell lines. (1) Drug 2: C1C(C(OC1N2C=NC3=C2NC=NCC3O)CO)O. Cell line: A498. Drug 1: CC=C1C(=O)NC(C(=O)OC2CC(=O)NC(C(=O)NC(CSSCCC=C2)C(=O)N1)C(C)C)C(C)C. Synergy scores: CSS=19.7, Synergy_ZIP=-7.65, Synergy_Bliss=0.0987, Synergy_Loewe=-32.5, Synergy_HSA=-1.68. (2) Drug 1: CC1C(C(CC(O1)OC2CC(CC3=C2C(=C4C(=C3O)C(=O)C5=C(C4=O)C(=CC=C5)OC)O)(C(=O)CO)O)N)O.Cl. Drug 2: C1=CC(=CC=C1CC(C(=O)O)N)N(CCCl)CCCl.Cl. Cell line: NCI-H322M. Synergy scores: CSS=-2.64, Synergy_ZIP=2.12, Synergy_Bliss=2.53, Synergy_Loewe=-1.97, Synergy_HSA=-1.06. (3) Drug 2: C(CN)CNCCSP(=O)(O)O. Synergy scores: CSS=53.0, Synergy_ZIP=-2.84, Synergy_Bliss=-5.47, Synergy_Loewe=-70.3, Synergy_HSA=-7.50. Cell line: NCIH23. Drug 1: C1C(C(OC1N2C=NC3=C(N=C(N=C32)Cl)N)CO)O. (4) Drug 1: CC1=C(C=C(C=C1)C(=O)NC2=CC(=CC(=C2)C(F)(F)F)N3C=C(N=C3)C)NC4=NC=CC(=N4)C5=CN=CC=C5. Drug 2: CNC(=O)C1=NC=CC(=C1)OC2=CC=C(C=C2)NC(=O)NC3=CC(=C(C=C3)Cl)C(F)(F)F. Cell line: SW-620. Synergy scores: CSS=-6.03, Synergy_ZIP=3.32, Synergy_Bliss=-1.83, Synergy_Loewe=-0.434, Synergy_HSA=-8.81. (5) Drug 1: CCC1=CC2CC(C3=C(CN(C2)C1)C4=CC=CC=C4N3)(C5=C(C=C6C(=C5)C78CCN9C7C(C=CC9)(C(C(C8N6C)(C(=O)OC)O)OC(=O)C)CC)OC)C(=O)OC.C(C(C(=O)O)O)(C(=O)O)O. Drug 2: C1=NC2=C(N=C(N=C2N1C3C(C(C(O3)CO)O)O)F)N. Cell line: SK-OV-3. Synergy scores: CSS=51.4, Synergy_ZIP=1.64, Synergy_Bliss=4.73, Synergy_Loewe=-12.9, Synergy_HSA=4.41.